This data is from Forward reaction prediction with 1.9M reactions from USPTO patents (1976-2016). The task is: Predict the product of the given reaction. (1) Given the reactants [Cl:1][C:2]1[CH:3]=[C:4]([CH:41]=[CH:42][C:43]=1F)[C:5]1[C:10]([C:11]2[CH:20]=[CH:19][C:18]3[C:13](=[CH:14][CH:15]=[C:16]([C:21]4[N:25]([CH:26]5[CH2:31][CH2:30][CH2:29][CH2:28][CH2:27]5)[C:24]5[CH:32]=[CH:33][C:34]([C:36]([OH:38])=[O:37])=[CH:35][C:23]=5[N:22]=4)[CH:17]=3)[N:12]=2)=[CH:9][C:8]([O:39][CH3:40])=[CH:7][CH:6]=1.COC(C1C=CC2N(C3CCCCC3)C(C3C=C4C(=CC=3)N=C(C3C=C(OC)C=CC=3Br)C=C4)=NC=2C=1)=O.[Cl:83]C1C=C(B(O)O)C=C(Cl)C=1, predict the reaction product. The product is: [CH:26]1([N:25]2[C:24]3[CH:32]=[CH:33][C:34]([C:36]([OH:38])=[O:37])=[CH:35][C:23]=3[N:22]=[C:21]2[C:16]2[CH:17]=[C:18]3[C:13](=[CH:14][CH:15]=2)[N:12]=[C:11]([C:10]2[C:5]([C:4]4[CH:41]=[C:42]([Cl:83])[CH:43]=[C:2]([Cl:1])[CH:3]=4)=[CH:6][CH:7]=[C:8]([O:39][CH3:40])[CH:9]=2)[CH:20]=[CH:19]3)[CH2:31][CH2:30][CH2:29][CH2:28][CH2:27]1. (2) Given the reactants [H-].[Na+].[F:3][C:4]([F:18])([F:17])[C:5]1[CH:10]=[CH:9][N:8]=[C:7]([C:11]2[NH:12][O:13][C:14](=[O:16])[N:15]=2)[CH:6]=1.[Cl:19][C:20]1[CH:30]=[CH:29][CH:28]=[CH:27][C:21]=1[C:22]([O:24][CH2:25]Cl)=[O:23].[Cl-].[NH4+], predict the reaction product. The product is: [Cl:19][C:20]1[CH:30]=[CH:29][CH:28]=[CH:27][C:21]=1[C:22]([O:24][CH2:25][N:15]1[C:14](=[O:16])[O:13][N:12]=[C:11]1[C:7]1[CH:6]=[C:5]([C:4]([F:3])([F:17])[F:18])[CH:10]=[CH:9][N:8]=1)=[O:23]. (3) Given the reactants [CH3:1][O:2][C:3]1[CH:4]=[C:5]([CH:8]=[CH:9][C:10]=1[O:11][CH3:12])[CH:6]=O.[N+:13]([CH2:16][CH3:17])([O-:15])=[O:14], predict the reaction product. The product is: [CH3:12][O:11][C:10]1[CH:9]=[CH:8][C:5](/[CH:6]=[C:16](/[N+:13]([O-:15])=[O:14])\[CH3:17])=[CH:4][C:3]=1[O:2][CH3:1]. (4) The product is: [O:1]1[C:11]2[CH:10]=[C:9]([CH2:12][NH:13][CH:21]3[CH2:22][CH2:23][N:24]([CH2:27][CH2:28][N:29]4[C:34](=[O:35])[CH:33]=[N:32][C:31]5[N:36]=[CH:37][C:38]([O:40][CH3:41])=[CH:39][C:30]4=5)[CH2:25][CH2:26]3)[N:8]=[CH:7][C:6]=2[O:5][CH2:4][CH2:3][CH2:2]1. Given the reactants [O:1]1[C:11]2[CH:10]=[C:9]([CH2:12][N:13]([CH:21]3[CH2:26][CH2:25][N:24]([CH2:27][CH2:28][N:29]4[C:34](=[O:35])[CH:33]=[N:32][C:31]5[N:36]=[CH:37][C:38]([O:40][CH3:41])=[CH:39][C:30]4=5)[CH2:23][CH2:22]3)C(=O)OC(C)(C)C)[N:8]=[CH:7][C:6]=2[O:5][CH2:4][CH2:3][CH2:2]1, predict the reaction product. (5) Given the reactants [Br:1][C:2]1[CH:11]=[C:10]2[C:5]([C:6]([OH:12])=[CH:7][CH:8]=[N:9]2)=[N:4][CH:3]=1.[OH-].[Na+].[N+:15]([O-])([OH:17])=[O:16], predict the reaction product. The product is: [Br:1][C:2]1[CH:11]=[C:10]2[C:5]([C:6]([OH:12])=[C:7]([N+:15]([O-:17])=[O:16])[CH:8]=[N:9]2)=[N:4][CH:3]=1. (6) Given the reactants [N:1]([CH2:4][CH2:5][C:6]1[C:15]2[C:10](=[CH:11][CH:12]=[CH:13][CH:14]=2)[CH:9]=[CH:8][CH:7]=1)=[N+]=[N-].C1(P(C2C=CC=CC=2)C2C=CC=CC=2)C=CC=CC=1.O, predict the reaction product. The product is: [C:6]1([CH2:5][CH2:4][NH2:1])[C:15]2[C:10](=[CH:11][CH:12]=[CH:13][CH:14]=2)[CH:9]=[CH:8][CH:7]=1. (7) Given the reactants II.Br[CH2:4][CH2:5][CH:6]([O:9][CH3:10])[O:7][CH3:8].[Br:11][C:12]1[CH:13]=[C:14]([CH:21]=[CH:22][N:23]=1)[C:15](N(OC)C)=[O:16].[NH4+].[Cl-], predict the reaction product. The product is: [Br:11][C:12]1[CH:13]=[C:14]([C:15](=[O:16])[CH2:4][CH2:5][CH:6]([O:9][CH3:10])[O:7][CH3:8])[CH:21]=[CH:22][N:23]=1. (8) Given the reactants [Br:1][C:2]1[CH:11]=[C:10]2[C:5]([CH:6]=[C:7]([C@@H:13]([NH:15][S@](C(C)(C)C)=O)[CH3:14])[C:8](=[O:12])[NH:9]2)=[CH:4][C:3]=1[Cl:22].Cl, predict the reaction product. The product is: [NH2:15][C@H:13]([C:7]1[C:8](=[O:12])[NH:9][C:10]2[C:5]([CH:6]=1)=[CH:4][C:3]([Cl:22])=[C:2]([Br:1])[CH:11]=2)[CH3:14].